This data is from NCI-60 drug combinations with 297,098 pairs across 59 cell lines. The task is: Regression. Given two drug SMILES strings and cell line genomic features, predict the synergy score measuring deviation from expected non-interaction effect. (1) Drug 1: CS(=O)(=O)OCCCCOS(=O)(=O)C. Drug 2: CC1C(C(CC(O1)OC2CC(CC3=C2C(=C4C(=C3O)C(=O)C5=C(C4=O)C(=CC=C5)OC)O)(C(=O)CO)O)N)O.Cl. Cell line: SF-295. Synergy scores: CSS=32.3, Synergy_ZIP=-3.49, Synergy_Bliss=-7.64, Synergy_Loewe=-31.6, Synergy_HSA=-6.33. (2) Drug 1: CC1C(C(CC(O1)OC2CC(CC3=C2C(=C4C(=C3O)C(=O)C5=C(C4=O)C(=CC=C5)OC)O)(C(=O)CO)O)N)O.Cl. Drug 2: CC1OCC2C(O1)C(C(C(O2)OC3C4COC(=O)C4C(C5=CC6=C(C=C35)OCO6)C7=CC(=C(C(=C7)OC)O)OC)O)O. Cell line: HOP-92. Synergy scores: CSS=29.8, Synergy_ZIP=-1.82, Synergy_Bliss=2.64, Synergy_Loewe=-0.142, Synergy_HSA=3.79. (3) Drug 2: CC(C)(C#N)C1=CC(=CC(=C1)CN2C=NC=N2)C(C)(C)C#N. Cell line: MDA-MB-231. Drug 1: COC1=C(C=C2C(=C1)N=CN=C2NC3=CC(=C(C=C3)F)Cl)OCCCN4CCOCC4. Synergy scores: CSS=15.6, Synergy_ZIP=-3.85, Synergy_Bliss=0.0195, Synergy_Loewe=1.40, Synergy_HSA=1.11.